Dataset: Full USPTO retrosynthesis dataset with 1.9M reactions from patents (1976-2016). Task: Predict the reactants needed to synthesize the given product. (1) Given the product [OH:5][C@@H:3]([CH3:4])[CH2:2][CH2:1][O:6][S:20]([C:17]1[CH:18]=[CH:19][C:14]([CH3:24])=[CH:15][CH:16]=1)(=[O:22])=[O:21], predict the reactants needed to synthesize it. The reactants are: [CH2:1]([OH:6])[CH2:2][C@@H:3]([OH:5])[CH3:4].CCN(CC)CC.[C:14]1([CH3:24])[CH:19]=[CH:18][C:17]([S:20](Cl)(=[O:22])=[O:21])=[CH:16][CH:15]=1. (2) The reactants are: [NH2:1][C:2]1[CH:7]=[CH:6][C:5]([C:8]([C:10]2[CH:15]=[CH:14][C:13]([Cl:16])=[CH:12][CH:11]=2)=[O:9])=[CH:4][CH:3]=1.CCN(CC)CC.Cl[C:25](=[O:32])[CH2:26][C:27]([O:29][CH2:30][CH3:31])=[O:28].C([O-])([O-])=O.[K+].[K+]. Given the product [Cl:16][C:13]1[CH:14]=[CH:15][C:10]([C:8]([C:5]2[CH:6]=[CH:7][C:2]([NH:1][C:25](=[O:32])[CH2:26][C:27]([O:29][CH2:30][CH3:31])=[O:28])=[CH:3][CH:4]=2)=[O:9])=[CH:11][CH:12]=1, predict the reactants needed to synthesize it.